Dataset: Full USPTO retrosynthesis dataset with 1.9M reactions from patents (1976-2016). Task: Predict the reactants needed to synthesize the given product. (1) Given the product [CH2:9]([N:16]1[CH2:21][CH2:20][CH:19]([N:22]2[C:26]([F:28])=[C:25]([Br:27])[CH:24]=[N:23]2)[CH2:18][CH2:17]1)[C:10]1[CH:15]=[CH:14][CH:13]=[CH:12][CH:11]=1, predict the reactants needed to synthesize it. The reactants are: C([N-]C(C)C)(C)C.[Li+].[CH2:9]([N:16]1[CH2:21][CH2:20][CH:19]([N:22]2[CH:26]=[C:25]([Br:27])[CH:24]=[N:23]2)[CH2:18][CH2:17]1)[C:10]1[CH:15]=[CH:14][CH:13]=[CH:12][CH:11]=1.[F:28]N(S(C1C=CC=CC=1)(=O)=O)S(C1C=CC=CC=1)(=O)=O. (2) Given the product [OH:11][CH2:10][C:6]1[CH:7]=[CH:8][CH:9]=[C:2]([C:12]2[CH:17]=[CH:16][CH:15]=[CH:14][CH:13]=2)[C:3]=1[C:4]#[N:5], predict the reactants needed to synthesize it. The reactants are: Cl[C:2]1[CH:9]=[CH:8][CH:7]=[C:6]([CH2:10][OH:11])[C:3]=1[C:4]#[N:5].[C:12]1(B(O)O)[CH:17]=[CH:16][CH:15]=[CH:14][CH:13]=1.[O-]P([O-])([O-])=O.[K+].[K+].[K+].C(OCC)(=O)C.